Dataset: Full USPTO retrosynthesis dataset with 1.9M reactions from patents (1976-2016). Task: Predict the reactants needed to synthesize the given product. (1) Given the product [CH3:46][O:47][C:26]1[CH:27]=[CH:36][CH:31]=[CH:32][C:33]=1[C:34]([C:15]1[C:16]2[C:20](=[CH:21][CH:22]=[C:18]([C:23]([NH2:25])=[O:24])[CH:17]=2)[NH:19][C:14]=1[N:11]1[CH2:10][CH2:9][CH:8]([CH2:1][C:2]2[CH:7]=[CH:6][CH:5]=[CH:4][CH:3]=2)[CH2:13][CH2:12]1)=[O:37], predict the reactants needed to synthesize it. The reactants are: [CH2:1]([CH:8]1[CH2:13][CH2:12][N:11]([C:14]2[CH:15]=[C:16]3[C:20](=[CH:21][CH:22]=2)[NH:19][C:18]([C:23]([NH2:25])=[O:24])=[CH:17]3)[CH2:10][CH2:9]1)[C:2]1[CH:7]=[CH:6][CH:5]=[CH:4][CH:3]=1.[CH3:26][CH2:27][Mg+].[Br-].C(Cl)(=O)[C:31]1[CH:36]=C[C:34]([O:37]C)=[CH:33][CH:32]=1.[Al+3].[Cl-].[Cl-].[Cl-].C[CH2:46][O:47]CC. (2) Given the product [Cl:1][C:2]1[C:11]([CH2:12][NH:13][C:14](=[O:19])[C:15]([CH3:16])([CH3:17])[CH3:18])=[C:10]([F:20])[CH:9]=[CH:8][C:3]=1[C:4]([OH:6])=[O:5], predict the reactants needed to synthesize it. The reactants are: [Cl:1][C:2]1[C:11]([CH2:12][NH:13][C:14](=[O:19])[C:15]([CH3:18])([CH3:17])[CH3:16])=[C:10]([F:20])[CH:9]=[CH:8][C:3]=1[C:4]([O:6]C)=[O:5].[OH-].[Na+]. (3) Given the product [Br:1][C:2]1[CH:3]=[CH:4][C:5]2[C:11]3[S:12][C:13]([C:15]([N:17]([C:19]4[CH:20]=[C:21]([C:22](=[O:23])[NH:60][CH2:61][C@@H:62]([OH:64])[CH3:63])[CH:25]=[CH:26][C:27]=4[Cl:28])[CH3:18])=[O:16])=[CH:14][C:10]=3[CH2:9][CH2:8][O:7][C:6]=2[CH:29]=1, predict the reactants needed to synthesize it. The reactants are: [Br:1][C:2]1[CH:3]=[CH:4][C:5]2[C:11]3[S:12][C:13]([C:15]([N:17]([C:19]4[CH:20]=[C:21]([CH:25]=[CH:26][C:27]=4[Cl:28])[C:22](O)=[O:23])[CH3:18])=[O:16])=[CH:14][C:10]=3[CH2:9][CH2:8][O:7][C:6]=2[CH:29]=1.CCN=C=NCCCN(C)C.C1C=CC2N(O)N=NC=2C=1.CCN(C(C)C)C(C)C.[NH2:60][CH2:61][C@@H:62]([OH:64])[CH3:63]. (4) Given the product [C:2]([C:4]1([NH:7][C:8]([C@@H:10]2[CH2:14][C@@H:13]([S:15]([C:18]3[CH:23]=[CH:22][CH:21]=[CH:20][C:19]=3[Cl:24])(=[O:17])=[O:16])[CH2:12][N:11]2[C:25](=[O:32])[C:26]2[CH:31]=[CH:30][CH:29]=[CH:28][CH:27]=2)=[O:9])[CH2:6][CH2:5]1)#[N:3], predict the reactants needed to synthesize it. The reactants are: Cl.[C:2]([C:4]1([NH:7][C:8]([C@@H:10]2[CH2:14][C@@H:13]([S:15]([C:18]3[CH:23]=[CH:22][CH:21]=[CH:20][C:19]=3[Cl:24])(=[O:17])=[O:16])[CH2:12][NH:11]2)=[O:9])[CH2:6][CH2:5]1)#[N:3].[C:25](O)(=[O:32])[C:26]1[CH:31]=[CH:30][CH:29]=[CH:28][CH:27]=1. (5) Given the product [CH:15]1([NH:19][C:20](=[O:31])[NH:21][C:22]2[CH:23]=[CH:24][C:25]([C:26]([N:7]3[CH2:6][CH2:5][N:4]([C:8]([O:10][C:11]([CH3:13])([CH3:12])[CH3:14])=[O:9])[CH2:3][C@@H:2]3[CH3:1])=[O:27])=[CH:29][CH:30]=2)[CH2:16][CH2:17][CH2:18]1, predict the reactants needed to synthesize it. The reactants are: [CH3:1][C@@H:2]1[NH:7][CH2:6][CH2:5][N:4]([C:8]([O:10][C:11]([CH3:14])([CH3:13])[CH3:12])=[O:9])[CH2:3]1.[CH:15]1([NH:19][C:20](=[O:31])[NH:21][C:22]2[CH:30]=[CH:29][C:25]([C:26](O)=[O:27])=[CH:24][CH:23]=2)[CH2:18][CH2:17][CH2:16]1.C(N(C(C)C)C(C)C)C. (6) Given the product [C:42]([C:41]1[CH:40]=[C:39]([S:36]([N:17]2[CH2:16][CH2:15][S:14][C@H:13]2[C:11]([O:10][C@H:9]([C:18]2[CH:23]=[CH:22][C:21]([O:24][CH:25]([F:27])[F:26])=[C:20]([O:28][CH2:29][CH:30]3[CH2:32][CH2:31]3)[CH:19]=2)[CH2:8][C:7]2[C:6]([Cl:33])=[CH:5][N+:4]([O-:34])=[CH:3][C:2]=2[Cl:1])=[O:12])(=[O:38])=[O:37])[CH:47]=[CH:46][CH:45]=1)([OH:44])=[O:43], predict the reactants needed to synthesize it. The reactants are: [Cl:1][C:2]1[CH:3]=[N+:4]([O-:34])[CH:5]=[C:6]([Cl:33])[C:7]=1[CH2:8][C@@H:9]([C:18]1[CH:23]=[CH:22][C:21]([O:24][CH:25]([F:27])[F:26])=[C:20]([O:28][CH2:29][CH:30]2[CH2:32][CH2:31]2)[CH:19]=1)[O:10][C:11]([C@H:13]1[NH:17][CH2:16][CH2:15][S:14]1)=[O:12].Cl[S:36]([C:39]1[CH:40]=[C:41]([CH:45]=[CH:46][CH:47]=1)[C:42]([OH:44])=[O:43])(=[O:38])=[O:37]. (7) Given the product [C:1]([O:4][C@@H:5]1[C@@H:13]([C@@:14]2([CH3:41])[CH2:19][CH2:18][C@H:17]([O:20][C:45](=[O:46])[CH3:44])[CH2:16][C@@H:15]2[CH2:21][CH2:22][O:23][Si:24]([C:37]([CH3:40])([CH3:39])[CH3:38])([C:25]2[CH:26]=[CH:27][CH:28]=[CH:29][CH:30]=2)[C:31]2[CH:36]=[CH:35][CH:34]=[CH:33][CH:32]=2)[CH2:12][CH2:11][C@@:10]2([CH3:42])[C@H:6]1[CH2:7][CH2:8][C:9]2=[CH2:43])(=[O:3])[CH3:2], predict the reactants needed to synthesize it. The reactants are: [C:1]([O:4][C@@H:5]1[C@@H:13]([C@@:14]2([CH3:41])[CH2:19][CH2:18][C@H:17]([OH:20])[CH2:16][C@@H:15]2[CH2:21][CH2:22][O:23][Si:24]([C:37]([CH3:40])([CH3:39])[CH3:38])([C:31]2[CH:36]=[CH:35][CH:34]=[CH:33][CH:32]=2)[C:25]2[CH:30]=[CH:29][CH:28]=[CH:27][CH:26]=2)[CH2:12][CH2:11][C@@:10]2([CH3:42])[C@H:6]1[CH2:7][CH2:8][C:9]2=[CH2:43])(=[O:3])[CH3:2].[CH3:44][C:45](OC(C)=O)=[O:46].O.CCOC(C)=O. (8) Given the product [Br:1][C:2]1[CH:11]=[C:6]2[C:7]([OH:8])=[N:14][NH:13][C:5]2=[N:4][CH:3]=1, predict the reactants needed to synthesize it. The reactants are: [Br:1][C:2]1[CH:3]=[N:4][C:5](Cl)=[C:6]([CH:11]=1)[C:7](OC)=[O:8].[NH2:13][NH2:14]. (9) Given the product [C:11]([O:10][C:8]([N:5]1[CH2:6][CH2:7][C@H:3]([CH2:2][NH:1][C:20]([C:19]2[CH:18]=[N:17][C:16]([Cl:15])=[CH:24][CH:23]=2)=[O:21])[CH2:4]1)=[O:9])([CH3:14])([CH3:13])[CH3:12], predict the reactants needed to synthesize it. The reactants are: [NH2:1][CH2:2][C@H:3]1[CH2:7][CH2:6][N:5]([C:8]([O:10][C:11]([CH3:14])([CH3:13])[CH3:12])=[O:9])[CH2:4]1.[Cl:15][C:16]1[CH:24]=[CH:23][C:19]([C:20](O)=[O:21])=[CH:18][N:17]=1. (10) Given the product [F:1][C:2]1[CH:3]=[C:4]([CH3:14])[C:5]2[O:9][C:8]([C:10]#[N:12])=[CH:7][C:6]=2[CH:13]=1, predict the reactants needed to synthesize it. The reactants are: [F:1][C:2]1[CH:3]=[C:4]([CH3:14])[C:5]2[O:9][C:8]([C:10]([NH2:12])=O)=[CH:7][C:6]=2[CH:13]=1.ClC1N=C(Cl)N=C(Cl)N=1.